Dataset: Forward reaction prediction with 1.9M reactions from USPTO patents (1976-2016). Task: Predict the product of the given reaction. (1) The product is: [Cl:1][C:2]1[CH:7]=[CH:6][C:5]([C:8]2[C:12]3[CH2:13][N:14]([C:17](=[O:19])[CH3:18])[CH2:15][CH2:16][C:11]=3[N:10]([CH2:20][CH:21]([OH:22])[CH2:23][N:40]3[CH2:39][CH2:38][CH:37]([C:35]4[O:34][N:33]=[C:32]([C:29]5[CH:30]=[CH:31][C:26]([Cl:25])=[CH:27][CH:28]=5)[N:36]=4)[CH2:42][CH2:41]3)[N:9]=2)=[CH:4][C:3]=1[CH3:24]. Given the reactants [Cl:1][C:2]1[CH:7]=[CH:6][C:5]([C:8]2[C:12]3[CH2:13][N:14]([C:17](=[O:19])[CH3:18])[CH2:15][CH2:16][C:11]=3[N:10]([CH2:20][CH:21]3[CH2:23][O:22]3)[N:9]=2)=[CH:4][C:3]=1[CH3:24].[Cl:25][C:26]1[CH:31]=[CH:30][C:29]([C:32]2[N:36]=[C:35]([CH:37]3[CH2:42][CH2:41][NH:40][CH2:39][CH2:38]3)[O:34][N:33]=2)=[CH:28][CH:27]=1.C(S([O-])(=O)=O)(F)(F)F.C(S([O-])(=O)=O)(F)(F)F.C(S([O-])(=O)=O)(F)(F)F.[Yb+3].CO.C(Cl)Cl, predict the reaction product. (2) Given the reactants Cl[C:2]1[S:6][N:5]=[C:4]([S:7][CH2:8][C:9]2[CH:14]=[CH:13][C:12]([CH3:15])=[CH:11][CH:10]=2)[N:3]=1.[CH3:16][C:17]1([CH3:24])[O:21][CH:20]([CH2:22][OH:23])[CH2:19][O:18]1.[H-].[Na+].[Cl-].[Na+], predict the reaction product. The product is: [CH3:16][C:17]1([CH3:24])[O:21][CH:20]([CH2:22][O:23][C:2]2[S:6][N:5]=[C:4]([S:7][CH2:8][C:9]3[CH:14]=[CH:13][C:12]([CH3:15])=[CH:11][CH:10]=3)[N:3]=2)[CH2:19][O:18]1. (3) Given the reactants [OH-].[Na+].[CH3:3][O:4][C:5](=[O:20])[C:6]1[CH:11]=[CH:10][C:9]([O:12]C(=O)C)=[CH:8][C:7]=1[O:16][CH:17]([CH3:19])[CH3:18].Cl, predict the reaction product. The product is: [CH3:3][O:4][C:5](=[O:20])[C:6]1[CH:11]=[CH:10][C:9]([OH:12])=[CH:8][C:7]=1[O:16][CH:17]([CH3:18])[CH3:19]. (4) Given the reactants [N:1]1[CH:2]=[CH:3][N:4]2[C:10]=1[C:9]1[CH:11]=[C:12]([NH2:15])[CH:13]=[CH:14][C:8]=1[CH2:7][CH2:6][CH2:5]2.Cl[C:17]1[N:22]=[C:21]([NH:23][C:24]2[C:33]([Cl:34])=[CH:32][CH:31]=[CH:30][C:25]=2[C:26]([NH:28][CH3:29])=[O:27])[C:20]([Cl:35])=[CH:19][N:18]=1, predict the reaction product. The product is: [Cl:35][C:20]1[C:21]([NH:23][C:24]2[C:33]([Cl:34])=[CH:32][CH:31]=[CH:30][C:25]=2[C:26]([NH:28][CH3:29])=[O:27])=[N:22][C:17]([NH:15][C:12]2[CH:13]=[CH:14][C:8]3[CH2:7][CH2:6][CH2:5][N:4]4[C:10](=[N:1][CH:2]=[CH:3]4)[C:9]=3[CH:11]=2)=[N:18][CH:19]=1. (5) Given the reactants [O:1]=[C:2]1[C:10]2([C:22]3[C:13](=[CH:14][C:15]4[O:20][CH2:19][CH2:18][O:17][C:16]=4[CH:21]=3)O[CH2:11]2)[C:9]2[C:4](=[CH:5][CH:6]=[CH:7][CH:8]=2)[N:3]1[CH2:23][C:24]1[CH:25]=[C:26]([CH:29]=[CH:30][CH:31]=1)[C:27]#[N:28].[NH2:32][OH:33].[OH2:34], predict the reaction product. The product is: [OH:33][N:32]=[C:27]([C:26]1[CH:29]=[CH:30][CH:31]=[C:24]([CH2:23][N:3]2[C:4]3[C:9](=[CH:8][CH:7]=[CH:6][CH:5]=3)[C:10]3([C:22]4[C:13](=[CH:14][C:15]5[O:20][CH2:19][CH2:18][O:17][C:16]=5[CH:21]=4)[O:34][CH2:11]3)[C:2]2=[O:1])[CH:25]=1)[NH2:28]. (6) Given the reactants [C:1]([O:4][C:5]1[CH:10]=[C:9]([OH:11])[C:8]([Br:12])=[CH:7][C:6]=1[Br:13])(=[O:3])[CH3:2].C(O[CH:17]1[CH2:22][CH2:21][CH2:20][CH2:19][CH2:18]1)=C.F[C:24](F)(F)[C:25](O)=[O:26].C(N(CC)CC)C, predict the reaction product. The product is: [C:25]([O:11][C:9]1[CH:10]=[C:5]([O:4][CH:1]([O:3][CH:17]2[CH2:22][CH2:21][CH2:20][CH2:19][CH2:18]2)[CH3:2])[C:6]([Br:13])=[CH:7][C:8]=1[Br:12])(=[O:26])[CH3:24]. (7) Given the reactants [Br:1]Br.[OH:3][C:4]1[CH:9]=[C:8]([OH:10])[CH:7]=[CH:6][C:5]=1[C:11](=[O:13])[CH3:12], predict the reaction product. The product is: [Br:1][C:9]1[C:4]([OH:3])=[C:5]([C:11](=[O:13])[CH3:12])[CH:6]=[CH:7][C:8]=1[OH:10]. (8) Given the reactants [NH2:1][C:2]1[CH:3]=[N:4][C:5]2[C:10]([C:11]=1[NH:12][CH2:13][CH2:14][CH2:15][CH2:16][NH:17][C:18](=[O:24])[O:19][C:20]([CH3:23])([CH3:22])[CH3:21])=[N:9][CH:8]=[CH:7][CH:6]=2.C(N(CC)CC)C.[Cl:32][CH2:33][C:34](Cl)=O.ClCCCl, predict the reaction product. The product is: [OH-:19].[NH4+:1].[Cl:32][CH2:33][C:34]1[N:12]([CH2:13][CH2:14][CH2:15][CH2:16][NH:17][C:18](=[O:24])[O:19][C:20]([CH3:21])([CH3:23])[CH3:22])[C:11]2[C:10]3[N:9]=[CH:8][CH:7]=[CH:6][C:5]=3[N:4]=[CH:3][C:2]=2[N:1]=1. (9) Given the reactants [NH2:1][C:2]1[C:3]2[N:4]([C:8]([C@@H:26]3[CH2:31][CH2:30][CH2:29][NH:28][CH2:27]3)=[N:9][C:10]=2[C:11]2[CH:25]=[CH:24][C:14]([C:15]([NH:17][C:18]3[CH:23]=[CH:22][CH:21]=[CH:20][N:19]=3)=[O:16])=[CH:13][CH:12]=2)[CH:5]=[CH:6][N:7]=1.C(N(CC)CC)C.[CH3:39][S:40](Cl)(=[O:42])=[O:41], predict the reaction product. The product is: [NH2:1][C:2]1[C:3]2[N:4]([C:8]([C@@H:26]3[CH2:31][CH2:30][CH2:29][N:28]([S:40]([CH3:39])(=[O:42])=[O:41])[CH2:27]3)=[N:9][C:10]=2[C:11]2[CH:25]=[CH:24][C:14]([C:15]([NH:17][C:18]3[CH:23]=[CH:22][CH:21]=[CH:20][N:19]=3)=[O:16])=[CH:13][CH:12]=2)[CH:5]=[CH:6][N:7]=1. (10) Given the reactants [C:1]([C:3]1[C:4]2[N:41](COCC[Si](C)(C)C)[CH:40]=[N:39][C:5]=2[C:6]([CH2:30][C:31]2[C:36]([Cl:37])=[CH:35][CH:34]=[CH:33][C:32]=2[Cl:38])=[N:7][C:8]=1[NH:9][C:10]1[CH:15]=[CH:14][C:13]([N:16]2[CH2:21][CH2:20][N:19](C(OC(C)(C)C)=O)[CH2:18][CH2:17]2)=[CH:12][C:11]=1[CH3:29])#[N:2].O.C(=O)(O)[O-:52].[Na+], predict the reaction product. The product is: [Cl:37][C:36]1[CH:35]=[CH:34][CH:33]=[C:32]([Cl:38])[C:31]=1[CH2:30][C:6]1[C:5]2[N:39]=[CH:40][NH:41][C:4]=2[C:3]([C:1]([NH2:2])=[O:52])=[C:8]([NH:9][C:10]2[CH:15]=[CH:14][C:13]([N:16]3[CH2:17][CH2:18][NH:19][CH2:20][CH2:21]3)=[CH:12][C:11]=2[CH3:29])[N:7]=1.